This data is from Catalyst prediction with 721,799 reactions and 888 catalyst types from USPTO. The task is: Predict which catalyst facilitates the given reaction. (1) Reactant: F[C:2]1[CH:13]=[CH:12][C:5]2[N:6]=[C:7]([NH2:11])[N:8]=[N+:9]([O-:10])[C:4]=2[CH:3]=1.[CH3:14][NH:15][CH3:16]. Product: [CH3:14][N:15]([CH3:16])[C:2]1[CH:13]=[CH:12][C:5]2[N:6]=[C:7]([NH2:11])[N:8]=[N+:9]([O-:10])[C:4]=2[CH:3]=1. The catalyst class is: 23. (2) Reactant: [CH:1]1[C:10]2[CH2:9][CH2:8][CH2:7][CH2:6][C:5]=2[CH:4]=[CH:3][C:2]=1[OH:11].C1C(=O)N([Br:19])C(=O)C1. Product: [Br:19][C:1]1[C:10]2[CH2:9][CH2:8][CH2:7][CH2:6][C:5]=2[CH:4]=[CH:3][C:2]=1[OH:11]. The catalyst class is: 3. (3) Reactant: [C:1]([O:4][C@H:5]1[CH2:10][CH2:9][C@H:8]2[C@H:11]3[C@H:21]([CH2:22][CH2:23][C@:6]12[CH3:7])[C@:19]1([CH3:20])[C:14](=[CH:15][C:16](=[O:24])[CH2:17][CH2:18]1)[C:13](=[CH2:25])[CH2:12]3)(=[O:3])[CH3:2].C1(Cl)C(=O)C(Cl)=C(Cl)C(=O)C=1Cl.S(=O)(=O)(O)O.FC(F)(F)C(=N[Si](C)(C)C)O[Si](C)(C)C. Product: [C:1]([O:4][C@H:5]1[CH2:10][CH2:9][C@H:8]2[C@H:11]3[C@H:21]([CH2:22][CH2:23][C@:6]12[CH3:7])[C@:19]1([CH3:20])[C:14](=[CH:15][C:16](=[O:24])[CH:17]=[CH:18]1)[C:13](=[CH2:25])[CH2:12]3)(=[O:3])[CH3:2]. The catalyst class is: 11.